This data is from Full USPTO retrosynthesis dataset with 1.9M reactions from patents (1976-2016). The task is: Predict the reactants needed to synthesize the given product. Given the product [NH2:17][C:13]1[N:14]([CH3:16])[O:15][C:11]2([C:4]3[C:5](=[CH:6][CH:7]=[C:2]([C:35]4[CH:36]=[C:31]([CH:32]=[CH:33][CH:34]=4)[C:29]#[N:30])[CH:3]=3)[O:8][CH:9]([C:18]3[CH:23]=[CH:22][C:21]([O:24][C:25]([F:26])([F:28])[F:27])=[CH:20][CH:19]=3)[CH2:10]2)[N:12]=1, predict the reactants needed to synthesize it. The reactants are: Br[C:2]1[CH:3]=[C:4]2[C:11]3([O:15][N:14]([CH3:16])[C:13]([NH2:17])=[N:12]3)[CH2:10][CH:9]([C:18]3[CH:23]=[CH:22][C:21]([O:24][C:25]([F:28])([F:27])[F:26])=[CH:20][CH:19]=3)[O:8][C:5]2=[CH:6][CH:7]=1.[C:29]([C:31]1[CH:32]=[C:33](B(O)O)[CH:34]=[CH:35][CH:36]=1)#[N:30].